Dataset: Catalyst prediction with 721,799 reactions and 888 catalyst types from USPTO. Task: Predict which catalyst facilitates the given reaction. (1) Reactant: [CH3:1][N:2]1[CH2:14][CH2:13][C:5]2[NH:6][C:7]3[CH:8]=[CH:9][CH:10]=[CH:11][C:12]=3[C:4]=2[CH2:3]1.[CH:15]([C:17]1[CH:22]=[CH:21][CH:20]=[CH:19][N:18]=1)=[CH2:16].[Na].FC(F)(F)C([O-])=O. Product: [CH3:1][N:2]1[CH2:14][CH2:13][C:5]2[N:6]([CH2:16][CH2:15][C:17]3[CH:22]=[CH:21][CH:20]=[CH:19][N:18]=3)[C:7]3[CH:8]=[CH:9][CH:10]=[CH:11][C:12]=3[C:4]=2[CH2:3]1. The catalyst class is: 8. (2) Reactant: [CH:1]1([CH:6]=[C:7]([C:18]2[CH:23]=[CH:22][C:21]([C:24]([OH:27])([CH3:26])[CH3:25])=[CH:20][CH:19]=2)[C:8]2[NH:17][C:11]3=[N:12][CH:13]=[C:14]([F:16])[CH:15]=[C:10]3[CH:9]=2)[CH2:5][CH2:4][CH2:3][CH2:2]1. Product: [CH:1]1([CH2:6][CH:7]([C:18]2[CH:23]=[CH:22][C:21]([C:24]([OH:27])([CH3:25])[CH3:26])=[CH:20][CH:19]=2)[C:8]2[NH:17][C:11]3=[N:12][CH:13]=[C:14]([F:16])[CH:15]=[C:10]3[CH:9]=2)[CH2:5][CH2:4][CH2:3][CH2:2]1. The catalyst class is: 43. (3) Reactant: [N:1]([C:4]([C:7]1[CH:8]=[CH:9][C:10]2[C:11]3[N:32]=[CH:31][C:30]([C:33]4[N:37]([CH3:38])[N:36]=[N:35][C:34]=4[CH3:39])=[CH:29][C:12]=3[N:13]([CH:16]([C:23]3[CH:28]=[CH:27][CH:26]=[CH:25][CH:24]=3)[CH:17]3[CH2:22][CH2:21][O:20][CH2:19][CH2:18]3)[C:14]=2[CH:15]=1)([CH3:6])[CH3:5])=[N+]=[N-].[H][H]. Product: [CH3:39][C:34]1[N:35]=[N:36][N:37]([CH3:38])[C:33]=1[C:30]1[CH:31]=[N:32][C:11]2[C:10]3[CH:9]=[CH:8][C:7]([C:4]([NH2:1])([CH3:6])[CH3:5])=[CH:15][C:14]=3[N:13]([CH:16]([CH:17]3[CH2:22][CH2:21][O:20][CH2:19][CH2:18]3)[C:23]3[CH:24]=[CH:25][CH:26]=[CH:27][CH:28]=3)[C:12]=2[CH:29]=1. The catalyst class is: 43.